Dataset: Reaction yield outcomes from USPTO patents with 853,638 reactions. Task: Predict the reaction yield, written as a fraction of the theoretical maximum amount of product (1.0 means a 100% yield; for example, 0.34 means a 34% yield). (1) The reactants are [CH3:1][O:2][CH2:3][CH2:4][O:5][C:6]1[CH:7]=[C:8]2[C:12](=[C:13]([N:15]([CH3:25])[S:16]([C:19]3[CH:24]=[CH:23][CH:22]=[CH:21][N:20]=3)(=[O:18])=[O:17])[CH:14]=1)[NH:11][C:10]([C:26]1[S:27][CH:28]([CH2:31][C:32]([OH:34])=O)[CH2:29][N:30]=1)=[CH:9]2.Cl.C[N:37](C)CCCN=C=NCC.CN(C)C=O. The catalyst is O. The product is [CH3:1][O:2][CH2:3][CH2:4][O:5][C:6]1[CH:7]=[C:8]2[C:12](=[C:13]([N:15]([CH3:25])[S:16]([C:19]3[CH:24]=[CH:23][CH:22]=[CH:21][N:20]=3)(=[O:17])=[O:18])[CH:14]=1)[NH:11][C:10]([C:26]1[S:27][CH:28]([CH2:31][C:32]([NH2:37])=[O:34])[CH2:29][N:30]=1)=[CH:9]2. The yield is 0.550. (2) The reactants are Br[C:2]1[C:3]([Cl:21])=[C:4]([N:8]2[C:17](=[O:18])[C:16]3[C:11](=[C:12]([F:19])[CH:13]=[CH:14][CH:15]=3)[NH:10][C:9]2=[O:20])[CH:5]=[CH:6][CH:7]=1.[CH3:22][C:23]1([CH3:39])[C:27]([CH3:29])([CH3:28])[O:26][B:25]([B:25]2[O:26][C:27]([CH3:29])([CH3:28])[C:23]([CH3:39])([CH3:22])[O:24]2)[O:24]1.C([O-])(=O)C.[K+]. The catalyst is O1CCOCC1.CCOC(C)=O.C1C=CC(P(C2C=CC=CC=2)[C-]2C=CC=C2)=CC=1.C1C=CC(P(C2C=CC=CC=2)[C-]2C=CC=C2)=CC=1.Cl[Pd]Cl.[Fe+2].C(Cl)Cl. The product is [Cl:21][C:3]1[C:2]([B:25]2[O:26][C:27]([CH3:29])([CH3:28])[C:23]([CH3:39])([CH3:22])[O:24]2)=[CH:7][CH:6]=[CH:5][C:4]=1[N:8]1[C:17](=[O:18])[C:16]2[C:11](=[C:12]([F:19])[CH:13]=[CH:14][CH:15]=2)[NH:10][C:9]1=[O:20]. The yield is 0.640. (3) The reactants are [Br:1][C:2]1[C:3]([F:9])=[C:4]([CH:6]=[CH:7][CH:8]=1)[NH2:5].[N+]([C:13]1[CH:14]=C(S([O-])(=O)=O)C=C[CH:18]=1)([O-])=O.[Na+].C(O)C(O)CO.S(=O)(=O)(O)O.[OH-].[Na+]. The catalyst is O.ClCCl. The product is [Br:1][C:2]1[C:3]([F:9])=[C:4]2[C:6]([CH:18]=[CH:13][CH:14]=[N:5]2)=[CH:7][CH:8]=1. The yield is 0.750. (4) The reactants are Cl[C:2]1[C:3]([CH:15]2[O:19][CH2:18][CH2:17][O:16]2)=[N:4][CH:5]=[C:6]([N:8]2[C:12]([CH3:13])=[CH:11][C:10]([CH3:14])=[N:9]2)[N:7]=1.[Cl:20][C:21]1[CH:27]=[CH:26][C:24]([NH2:25])=[CH:23][CH:22]=1.C(=O)([O-])[O-].[Cs+].[Cs+]. The catalyst is O1CCOCC1.C1C=CC(/C=C/C(/C=C/C2C=CC=CC=2)=O)=CC=1.C1C=CC(/C=C/C(/C=C/C2C=CC=CC=2)=O)=CC=1.C1C=CC(/C=C/C(/C=C/C2C=CC=CC=2)=O)=CC=1.[Pd].[Pd].C1(P(C2C=CC=CC=2)[C-]2C=CC=C2)C=CC=CC=1.[C-]1(P(C2C=CC=CC=2)C2C=CC=CC=2)C=CC=C1.[Fe+2]. The product is [Cl:20][C:21]1[CH:27]=[CH:26][C:24]([NH:25][C:2]2[C:3]([CH:15]3[O:19][CH2:18][CH2:17][O:16]3)=[N:4][CH:5]=[C:6]([N:8]3[C:12]([CH3:13])=[CH:11][C:10]([CH3:14])=[N:9]3)[N:7]=2)=[CH:23][CH:22]=1. The yield is 0.810. (5) The reactants are C([NH:9][C:10]([NH:12][C:13]1[CH:14]=[C:15]([C:21]2[CH:26]=[CH:25][CH:24]=[CH:23][CH:22]=2)[CH:16]=[C:17]([O:19][CH3:20])[CH:18]=1)=[S:11])(=O)C1C=CC=CC=1.C[O-].[Na+]. The catalyst is CO. The product is [CH3:20][O:19][C:17]1[CH:18]=[C:13]([NH:12][C:10]([NH2:9])=[S:11])[CH:14]=[C:15]([C:21]2[CH:26]=[CH:25][CH:24]=[CH:23][CH:22]=2)[CH:16]=1. The yield is 0.880. (6) The reactants are Cl[CH:2]([C:7]1[S:11][C:10]([C:12]2[S:16][C:15]([O:17][C:18]3[CH:23]=[CH:22][C:21]([O:24][CH:25]([CH3:27])[CH3:26])=[CH:20][CH:19]=3)=[N:14][CH:13]=2)=[CH:9][CH:8]=1)[C:3]([F:6])([F:5])[F:4].[N-:28]=[N+:29]=[N-:30].[Na+].O. The catalyst is CN(C)C=O. The product is [N:28]([CH:2]([C:7]1[S:11][C:10]([C:12]2[S:16][C:15]([O:17][C:18]3[CH:23]=[CH:22][C:21]([O:24][CH:25]([CH3:27])[CH3:26])=[CH:20][CH:19]=3)=[N:14][CH:13]=2)=[CH:9][CH:8]=1)[C:3]([F:6])([F:5])[F:4])=[N+:29]=[N-:30]. The yield is 0.720.